Dataset: Full USPTO retrosynthesis dataset with 1.9M reactions from patents (1976-2016). Task: Predict the reactants needed to synthesize the given product. (1) The reactants are: [Cl:1][C:2]1[CH:18]=[CH:17][C:5]2[CH2:6][CH2:7][N:8]([C:11](=[O:16])[C:12]([F:15])([F:14])[F:13])[CH2:9][CH2:10][C:4]=2[C:3]=1OS(C(F)(F)F)(=O)=O.[NH2:27][CH2:28][C:29]1[CH:44]=[CH:43][C:32]([C:33]([NH:35][CH:36]2[CH2:42][CH2:41][CH2:40][CH2:39][CH2:38][CH2:37]2)=[O:34])=[CH:31][C:30]=1[F:45]. Given the product [Cl:1][C:2]1[CH:18]=[CH:17][C:5]2[CH2:6][CH2:7][N:8]([C:11](=[O:16])[C:12]([F:15])([F:13])[F:14])[CH2:9][CH2:10][C:4]=2[C:3]=1[NH:27][CH2:28][C:29]1[CH:44]=[CH:43][C:32]([C:33](=[O:34])[NH:35][CH:36]2[CH2:42][CH2:41][CH2:40][CH2:39][CH2:38][CH2:37]2)=[CH:31][C:30]=1[F:45], predict the reactants needed to synthesize it. (2) Given the product [Cl:1][C:2]1[C:6]([S:7](=[O:9])(=[O:8])[NH:22][C:18]2([C:17]([F:24])([F:23])[F:16])[CH2:21][CH2:20][CH2:19]2)=[CH:5][N:4]([CH3:11])[C:3]=1[C:12]([O:14][CH3:15])=[O:13], predict the reactants needed to synthesize it. The reactants are: [Cl:1][C:2]1[C:6]([S:7](Cl)(=[O:9])=[O:8])=[CH:5][N:4]([CH3:11])[C:3]=1[C:12]([O:14][CH3:15])=[O:13].[F:16][C:17]([F:24])([F:23])[C:18]1([NH2:22])[CH2:21][CH2:20][CH2:19]1.CCN(C(C)C)C(C)C. (3) Given the product [Cl:29][CH2:28][CH2:27][CH2:26][C:13]1([C:18]([O:20][CH2:21][CH3:22])=[O:19])[CH2:12][CH2:11][C:10]2[C:15](=[CH:16][C:7]3[N:6]([CH3:23])[C:5](=[O:24])[N:4]([CH3:3])[C:8]=3[CH:9]=2)[C:14]1=[O:17], predict the reactants needed to synthesize it. The reactants are: [H-].[Na+].[CH3:3][N:4]1[C:8]2[CH:9]=[C:10]3[C:15](=[CH:16][C:7]=2[N:6]([CH3:23])[C:5]1=[O:24])[C:14](=[O:17])[CH:13]([C:18]([O:20][CH2:21][CH3:22])=[O:19])[CH2:12][CH2:11]3.Br[CH2:26][CH2:27][CH2:28][Cl:29]. (4) Given the product [C:12]([NH:16][C:17](=[O:48])[C:18]1[CH:23]=[CH:22][C:21]([S:24]([N:27]2[C:35]3[C:30](=[CH:31][C:32]([O:36][CH2:37][CH3:38])=[CH:33][CH:34]=3)[C:29]([C:40]3[CH:45]=[CH:44][CH:43]=[C:42]([O:46][CH2:10][CH2:9][CH2:8][Cl:7])[CH:41]=3)([CH3:39])[C:28]2=[O:47])(=[O:26])=[O:25])=[CH:20][CH:19]=1)([CH3:13])([CH3:14])[CH3:15], predict the reactants needed to synthesize it. The reactants are: C(=O)([O-])[O-].[Cs+].[Cs+].[Cl:7][CH2:8][CH2:9][CH2:10]I.[C:12]([NH:16][C:17](=[O:48])[C:18]1[CH:23]=[CH:22][C:21]([S:24]([N:27]2[C:35]3[C:30](=[CH:31][C:32]([O:36][CH2:37][CH3:38])=[CH:33][CH:34]=3)[C:29]([C:40]3[CH:45]=[CH:44][CH:43]=[C:42]([OH:46])[CH:41]=3)([CH3:39])[C:28]2=[O:47])(=[O:26])=[O:25])=[CH:20][CH:19]=1)([CH3:15])([CH3:14])[CH3:13].[Cl-].[Na+].